Dataset: Full USPTO retrosynthesis dataset with 1.9M reactions from patents (1976-2016). Task: Predict the reactants needed to synthesize the given product. (1) Given the product [CH:12]([C:10]1[N:11]=[C:4]2[C:3]([C:1]#[N:2])=[CH:8][CH:7]=[CH:6][N:5]2[C:9]=1[C:15]1[CH:20]=[CH:19][CH:18]=[C:17]([O:21][CH2:23][C:24]2[CH:29]=[CH:28][CH:27]=[C:26]([S:30]([CH3:33])(=[O:32])=[O:31])[CH:25]=2)[CH:16]=1)([CH3:14])[CH3:13], predict the reactants needed to synthesize it. The reactants are: [C:1]([C:3]1[C:4]2[N:5]([C:9]([C:15]3[CH:16]=[C:17]([OH:21])[CH:18]=[CH:19][CH:20]=3)=[C:10]([CH:12]([CH3:14])[CH3:13])[N:11]=2)[CH:6]=[CH:7][CH:8]=1)#[N:2].Br[CH2:23][C:24]1[CH:29]=[CH:28][CH:27]=[C:26]([S:30]([CH3:33])(=[O:32])=[O:31])[CH:25]=1. (2) Given the product [CH3:1][O:2][C:3](=[O:34])[CH2:4][C@H:5]1[C:9]2[CH:10]=[CH:11][C:12]([O:14][C@H:15]3[C:23]4[C:18](=[C:19]([C:36]5[C:37]([CH3:50])=[CH:38][C:39]([C:43]6[N:44]=[CH:45][C:46]([CH3:49])=[CH:47][N:48]=6)=[CH:40][C:41]=5[CH3:42])[CH:20]=[CH:21][C:22]=4[F:24])[CH2:17][CH2:16]3)=[CH:13][C:8]=2[O:7][CH2:6]1, predict the reactants needed to synthesize it. The reactants are: [CH3:1][O:2][C:3](=[O:34])[CH2:4][C@H:5]1[C:9]2[CH:10]=[CH:11][C:12]([O:14][C@H:15]3[C:23]4[C:18](=[C:19](B5OC(C)(C)C(C)(C)O5)[CH:20]=[CH:21][C:22]=4[F:24])[CH2:17][CH2:16]3)=[CH:13][C:8]=2[O:7][CH2:6]1.Br[C:36]1[C:41]([CH3:42])=[CH:40][C:39]([C:43]2[N:48]=[CH:47][C:46]([CH3:49])=[CH:45][N:44]=2)=[CH:38][C:37]=1[CH3:50].BrC1C=CC(F)=C2C=1CC[C@H]2OC1C=CC2[C@H](CC(OC)=O)COC=2C=1. (3) Given the product [Cl:1][C:2]1[CH:3]=[C:4]([S:9]([N:12]([CH2:31][C:32]([OH:34])=[O:33])[C:13]2[CH:14]=[C:15]3[C:19](=[CH:20][CH:21]=2)[N:18]([C:22](=[O:30])[NH:23][C:24]2[CH:29]=[CH:28][CH:27]=[CH:26][CH:25]=2)[CH2:17][CH2:16]3)(=[O:10])=[O:11])[CH:5]=[C:6]([Cl:8])[CH:7]=1, predict the reactants needed to synthesize it. The reactants are: [Cl:1][C:2]1[CH:3]=[C:4]([S:9]([N:12]([CH2:31][C:32]([O:34]C(C)(C)C)=[O:33])[C:13]2[CH:14]=[C:15]3[C:19](=[CH:20][CH:21]=2)[N:18]([C:22](=[O:30])[NH:23][C:24]2[CH:29]=[CH:28][CH:27]=[CH:26][CH:25]=2)[CH2:17][CH2:16]3)(=[O:11])=[O:10])[CH:5]=[C:6]([Cl:8])[CH:7]=1.FC(F)(F)C(O)=O.